This data is from Catalyst prediction with 721,799 reactions and 888 catalyst types from USPTO. The task is: Predict which catalyst facilitates the given reaction. Reactant: F[P-](F)(F)(F)(F)F.N1(OC(N(C)C)=[N+](C)C)C2N=CC=CC=2N=N1.[NH2:25][C:26]1[C:31]2[C:32](=[O:54])[N:33]([C:37]3[CH:42]=[CH:41][C:40]([C:43]4[CH:48]=[CH:47][C:46]([CH2:49][C:50](O)=[O:51])=[CH:45][C:44]=4[Cl:53])=[CH:39][CH:38]=3)[CH2:34][CH2:35][O:36][C:30]=2[N:29]=[CH:28][N:27]=1.Cl.[NH:56]1[CH2:60][CH2:59][C@@H:58]([OH:61])[CH2:57]1.C(N(CC)C(C)C)(C)C. Product: [NH2:25][C:26]1[C:31]2[C:32](=[O:54])[N:33]([C:37]3[CH:38]=[CH:39][C:40]([C:43]4[CH:48]=[CH:47][C:46]([CH2:49][C:50]([N:56]5[CH2:60][CH2:59][C@@H:58]([OH:61])[CH2:57]5)=[O:51])=[CH:45][C:44]=4[Cl:53])=[CH:41][CH:42]=3)[CH2:34][CH2:35][O:36][C:30]=2[N:29]=[CH:28][N:27]=1. The catalyst class is: 3.